From a dataset of Full USPTO retrosynthesis dataset with 1.9M reactions from patents (1976-2016). Predict the reactants needed to synthesize the given product. Given the product [CH2:1]([O:5][C:6]1[CH:7]=[CH:8][C:9]([CH2:12][C:13]([OH:15])=[O:14])=[CH:10][CH:11]=1)[CH:2]([CH3:4])[CH3:3], predict the reactants needed to synthesize it. The reactants are: [CH2:1]([O:5][C:6]1[CH:11]=[CH:10][C:9]([CH2:12][C:13]([O:15]C)=[O:14])=[CH:8][CH:7]=1)[CH:2]([CH3:4])[CH3:3].O.[OH-].[K+].